From a dataset of Caco-2 cell permeability data measuring drug intestinal absorption for ~900 compounds. Regression/Classification. Given a drug SMILES string, predict its absorption, distribution, metabolism, or excretion properties. Task type varies by dataset: regression for continuous measurements (e.g., permeability, clearance, half-life) or binary classification for categorical outcomes (e.g., BBB penetration, CYP inhibition). For this dataset (caco2_wang), we predict Y. (1) The compound is C/C=C\C#CCC/C=C\C=C\C(=O)NCC(C)C. The Y is -3.86 log Papp (cm/s). (2) The drug is CS(=O)(=O)c1ccccc1-c1ccc(NC(=O)c2cc(C(F)(F)F)nn2-c2cccc(CN)c2)cc1. The Y is -5.50 log Papp (cm/s). (3) The molecule is CNC(=O)[C@@H](NC(=O)[C@H](OCc1ccccc1)[C@H](O)[C@@H](O)[C@@H](OCc1ccccc1)C(=O)N[C@H]1c2ccccc2C[C@H]1O)C(C)C. The Y is -5.85 log Papp (cm/s). (4) The compound is COc1ccc(-c2oc3c(CC=C(C)C)c(O[C@@H]4O[C@H](CO)[C@@H](O)[C@H](O)[C@H]4O)ccc3c(=O)c2O[C@@H]2O[C@H](CO)[C@@H](O)[C@H](O)[C@H]2O[C@@H]2O[C@@H](C)[C@H](O)[C@@H](O)[C@H]2O)cc1. The Y is -6.49 log Papp (cm/s). (5) The molecule is Cn1c(N2CCCN(CCCN3c4ccccc4Sc4cccc(C(=O)O)c43)CC2)cc(=O)n(C)c1=O. The Y is -5.80 log Papp (cm/s). (6) The Y is -4.49 log Papp (cm/s). The drug is C[C@]12C[C@@H](O)[C@@H]3[C@@H](CCC4=CC(=O)CC[C@@]43C)[C@H]1CC[C@H]2C(=O)CO. (7) The molecule is C[C@@H]1NC(=O)[C@H](C)NC(=O)[C@@H](C)N(C)C(=O)[C@H](C)N(C)C(=O)[C@@H](C)NC(=O)[C@@H](C)NC1=O. The Y is -5.82 log Papp (cm/s). (8) The drug is CC(C)C(NC(=O)[C@@H]1CCCN1C(=O)[C@@H](NC(=O)c1ccc(C(=O)N2CCOCC2)cc1)C(C)C)C(=O)C(F)(F)C(F)(F)F. The Y is -5.10 log Papp (cm/s). (9) The compound is NC(=O)c1ccncc1. The Y is -4.28 log Papp (cm/s). (10) The Y is -5.27 log Papp (cm/s). The drug is CC1CCC(O)CCC/C=C/c2cc(O)cc(O)c2C(=O)OC1.